From a dataset of Peptide-MHC class I binding affinity with 185,985 pairs from IEDB/IMGT. Regression. Given a peptide amino acid sequence and an MHC pseudo amino acid sequence, predict their binding affinity value. This is MHC class I binding data. The peptide sequence is KPTESACSSL. The MHC is HLA-B54:01 with pseudo-sequence HLA-B54:01. The binding affinity (normalized) is 0.